From a dataset of Peptide-MHC class II binding affinity with 134,281 pairs from IEDB. Regression. Given a peptide amino acid sequence and an MHC pseudo amino acid sequence, predict their binding affinity value. This is MHC class II binding data. (1) The binding affinity (normalized) is 0.430. The MHC is DRB1_0404 with pseudo-sequence DRB1_0404. The peptide sequence is LAVFQPSSGNYVHCF. (2) The peptide sequence is AAATAGTAVYGAFAA. The MHC is HLA-DPA10103-DPB10601 with pseudo-sequence HLA-DPA10103-DPB10601. The binding affinity (normalized) is 0.0683. (3) The peptide sequence is LVGPTPVNIIGRNMLTQIGC. The MHC is DRB1_0802 with pseudo-sequence DRB1_0802. The binding affinity (normalized) is 0.580.